Binary Classification. Given a miRNA mature sequence and a target amino acid sequence, predict their likelihood of interaction. From a dataset of Experimentally validated miRNA-target interactions with 360,000+ pairs, plus equal number of negative samples. (1) The miRNA is mmu-miR-434-5p with sequence GCUCGACUCAUGGUUUGAACCA. The protein sequence of the target gene is MLQNVTPHNKLPGEGNAGLLGLGPEAAAPGKRIRKPSLLYEGFESPTMASVPALQLTPANPPPPEVSNPKKPGRVTNQLQYLHKVVMKALWKHQFAWPFRQPVDAVKLGLPDYHKIIKQPMDMGTIKRRLENNYYWAASECMQDFNTMFTNCYIYNKPTDDIVLMAQTLEKIFLQKVASMPQEEQELVVTIPKNSHKKGAKLAALQGSVTSAHQVPAVSSVSHTALYTPPPEIPTTVLNIPHPSVISSPLLKSLHSAGPPLLAVTAAPPAQPLAKKKGVKRKADTTTPTPTAILAPGSPA.... Result: 0 (no interaction). (2) Result: 0 (no interaction). The miRNA is mmu-miR-1938 with sequence CGGUGGGACUUGUAGUUCGGUC. The protein sequence of the target gene is MEGVLYKWTNYLSGWQPRWFLLCGGILSYYDSPEDAWKGCKGSIQMAVCEIQVHSVDNTRMDLIIPGEQYFYLKARSVAERQRWLVALGSAKACLTDSRTQKEKEFAENTENLKTKMSELRLYCDLLVQQVDKTKEVATAGVTDSEEGIDVGTLLKSTCNTFLKTLEECMQIANAAFTSELLYHTPPGSPQLAVLKSSKMKHPIIPIHNSLERSMELNSCENGSLSIEVNGDEEILMKTKSSLYLKSTEVDCSISSEENTDDNVTVQGEIMKEDGEENLESHDKDPAQPGSDSVCSPESP.... (3) The miRNA is hsa-miR-1915-3p with sequence CCCCAGGGCGACGCGGCGGG. The protein sequence of the target gene is MELSAVGERVFAAESIIKRRIRKGRIEYLVKWKGWAIKYSTWEPEENILDSRLIAAFEQKERERELYGPKKRGPKPKTFLLKARAQAEALRISDVHFSVKPSASASSPKLHSSAAVHRLKKDIRRCHRMSRRPLPRPDPQGGSPGLRPPISPFSETVRIINRKVKPREPKRNRIILNLKVIDKGAGGGGAGQGAGALARPKVPSRNRVIGKSKKFSESVLRTQIRHMKFGAFALYKPPPAPLVAPSPGKAEASAPGPGLLLAAPAAPYDARSSGSSGCPSPTPQSSDPDDTPPKLLPETV.... Result: 1 (interaction). (4) The miRNA is hsa-miR-4711-3p with sequence CGUGUCUUCUGGCUUGAU. The protein sequence of the target gene is MSSGAASGTGRGRPRGGGPGPGDPPPSETHKLVVVGGGGVGKSALTIQFIQSYFVSDYDPTIEDSYTKICSVDGIPARLDILDTAGQEEFGAMREQYMRAGHGFLLVFAINDRQSFNEVGKLFTQILRVKDRDDFPVVLVGNKADLESQRQVPRSEASAFGASHHVAYFEASAKLRLNVDEAFEQLVRAVRKYQEQELPPSPPSAPRKKGGGCPCVLL. Result: 0 (no interaction). (5) The miRNA is hsa-miR-6734-5p with sequence UUGAGGGGAGAAUGAGGUGGAGA. The protein sequence of the target gene is MTTLNTGSARISIMNGSSVASTSPSVKCKEDQGLNGHEEKENPFAEYMWMENEEDFNRQVEEELQEQDFLDRCFQEMLDEEDQDWFIPARDLPQAVGHLQQQLNGLSVGDSHESEDILSKSNLNPDAKEFVPGVKY. Result: 0 (no interaction). (6) The miRNA is hsa-miR-3945 with sequence AGGGCAUAGGAGAGGGUUGAUAU. The protein sequence of the target gene is MSASEGMKFKFHSGEKVLCFEPDPTKARVLYDAKIVDVIVGKDEKGRKIPEYLIHFNGWNRSWDRWAAEDHVLRDTDENRRLQRKLARKAVARLRSTGRKKKRCRLPGVDSVLKGLPTEEKDENDENSLSSSSDCSENKDEEISEESDIEEKTEVKEEPELQTRREMEERTITIEIPEVLKKQLEDDCYYINRRKRLVKLPCQTNIITILESYVKHFAINAAFSANERPRHHHVMPHANMNVHYIPAEKNVDLCKEMVDGLRITFDYTLPLVLLYPYEQAQYKKVTSSKFFLPIKESATS.... Result: 0 (no interaction). (7) The miRNA is mmu-miR-302c-3p with sequence AAGUGCUUCCAUGUUUCAGUGG. The protein sequence of the target gene is MATVEVATELGTVVTAVGPKAKDEEEEEEEEESLPPCETVRWAPVGAVAEAGPGAATFSEAAAAEEPGAAPGSPSDATVRTLRRLEAERRQLDSALLALSSHFAQVQFRLRQVVRGAPAEQQRLLRELEDFAFRGCPHVLGYEGLADPCGGDESDVLPGDRPRVRGEDQSEQEKRERLETQREKQKELILQLKTQLDDLETFAYQEGSYDSLPQSVVLERQRVIIDELIKKLDMNLNEDISSLSTEELRQRVDAAVAQIVNPVRVKEQLVEQLKTQIRDLEMFISFIQDEVGSPLQTGGH.... Result: 1 (interaction).